The task is: Predict the product of the given reaction.. This data is from Forward reaction prediction with 1.9M reactions from USPTO patents (1976-2016). Given the reactants C(N(CC)CC)C.[F:8][C:9]1[CH:10]=[C:11]([CH2:19][C:20]([NH:22][C:23]2[C:32]([CH3:33])=[CH:31][CH:30]=[C:29]3[C:24]=2[CH:25]=[CH:26][N:27]([C@H:35]([CH3:38])[CH2:36][OH:37])[C:28]3=[O:34])=[O:21])[CH:12]=[CH:13][C:14]=1[C:15]([F:18])([F:17])[F:16].[CH3:39][S:40](Cl)(=[O:42])=[O:41].C(Cl)Cl, predict the reaction product. The product is: [CH3:39][S:40]([O:37][CH2:36][C@H:35]([N:27]1[CH:26]=[CH:25][C:24]2[C:29](=[CH:30][CH:31]=[C:32]([CH3:33])[C:23]=2[NH:22][C:20](=[O:21])[CH2:19][C:11]2[CH:12]=[CH:13][C:14]([C:15]([F:18])([F:16])[F:17])=[C:9]([F:8])[CH:10]=2)[C:28]1=[O:34])[CH3:38])(=[O:42])=[O:41].